Dataset: Peptide-MHC class II binding affinity with 134,281 pairs from IEDB. Task: Regression. Given a peptide amino acid sequence and an MHC pseudo amino acid sequence, predict their binding affinity value. This is MHC class II binding data. (1) The peptide sequence is SAAQRRGRIGRNPNR. The MHC is HLA-DQA10102-DQB10501 with pseudo-sequence HLA-DQA10102-DQB10501. The binding affinity (normalized) is 0.444. (2) The MHC is HLA-DQA10401-DQB10402 with pseudo-sequence HLA-DQA10401-DQB10402. The binding affinity (normalized) is 0.502. The peptide sequence is RDCLIAHGAANTITE. (3) The peptide sequence is EKKYFAATAFEPLAA. The MHC is HLA-DPA10201-DPB10501 with pseudo-sequence HLA-DPA10201-DPB10501. The binding affinity (normalized) is 0.809.